This data is from Experimentally validated miRNA-target interactions with 360,000+ pairs, plus equal number of negative samples. The task is: Binary Classification. Given a miRNA mature sequence and a target amino acid sequence, predict their likelihood of interaction. The miRNA is hsa-miR-548ar-3p with sequence UAAAACUGCAGUUAUUUUUGC. Result: 1 (interaction). The protein sequence of the target gene is MHPAVFLSLPDLRCSLLLLVTWVFTPVTTEITSLDTENIDEILNNADVALVNFYADWCRFSQMLHPIFEEASDVIKEEFPNENQVVFARVDCDQHSDIAQRYRISKYPTLKLFRNGMMMKREYRGQRSVKALADYIRQQKSDPIQEIRDLAEITTLDRSKRNIIGYFEQKDSDNYRVFERVANILHDDCAFLSAFGDVSKPERYSGDNIIYKPPGHSAPDMVYLGAMTNFDVTYNWIQDKCVPLVREITFENGEELTEEGLPFLILFHMKEDTESLEIFQNEVARQLISEKGTINFLHAD....